Dataset: Full USPTO retrosynthesis dataset with 1.9M reactions from patents (1976-2016). Task: Predict the reactants needed to synthesize the given product. (1) Given the product [F:17][C:15]1[CH:14]=[N:13][C:12]([O:18][C:19]2[CH:24]=[CH:23][CH:22]=[C:21]([S:25][CH3:26])[CH:20]=2)=[C:11]([CH:16]=1)[C:10]([NH:9][C@H:6]1[CH2:7][CH2:8][C@@H:3]([NH:2][C:38](=[O:39])[CH2:37][CH:36]([CH3:41])[CH3:35])[CH2:4][CH2:5]1)=[O:27], predict the reactants needed to synthesize it. The reactants are: Cl.[NH2:2][C@@H:3]1[CH2:8][CH2:7][C@H:6]([NH:9][C:10](=[O:27])[C:11]2[CH:16]=[C:15]([F:17])[CH:14]=[N:13][C:12]=2[O:18][C:19]2[CH:24]=[CH:23][CH:22]=[C:21]([S:25][CH3:26])[CH:20]=2)[CH2:5][CH2:4]1.C(N(CC)CC)C.[CH3:35][CH:36]([CH3:41])[CH2:37][C:38](O)=[O:39].Cl.CN(C)CCCN=C=NCC.ON1C2C=CC=CC=2N=N1. (2) Given the product [CH2:1]([O:3][C:4](=[O:19])/[CH:5]=[C:6](/[O:8][C:9]1[CH:14]=[CH:13][CH:12]=[C:11]([C:15]([F:16])([F:18])[F:17])[CH:10]=1)\[CH2:7][Br:20])[CH3:2], predict the reactants needed to synthesize it. The reactants are: [CH2:1]([O:3][C:4](=[O:19])/[CH:5]=[C:6](/[O:8][C:9]1[CH:14]=[CH:13][CH:12]=[C:11]([C:15]([F:18])([F:17])[F:16])[CH:10]=1)\[CH3:7])[CH3:2].[Br:20]N1C(=O)CCC1=O.C(OOC(=O)C1C=CC=CC=1)(=O)C1C=CC=CC=1. (3) Given the product [CH2:16]([NH:23][C:24]([C:26]1[S:30][C:29]([N:11]2[CH:12]=[CH:13][CH:14]=[C:9]([O:8][CH2:1][C:2]3[CH:3]=[CH:4][CH:5]=[CH:6][CH:7]=3)[C:10]2=[O:15])=[N:28][C:27]=1[CH3:32])=[O:25])[C:17]1[CH:18]=[CH:19][CH:20]=[CH:21][CH:22]=1, predict the reactants needed to synthesize it. The reactants are: [CH2:1]([O:8][C:9]1[C:10]([OH:15])=[N:11][CH:12]=[CH:13][CH:14]=1)[C:2]1[CH:7]=[CH:6][CH:5]=[CH:4][CH:3]=1.[CH2:16]([NH:23][C:24]([C:26]1[S:30][C:29](Br)=[N:28][C:27]=1[CH3:32])=[O:25])[C:17]1[CH:22]=[CH:21][CH:20]=[CH:19][CH:18]=1. (4) Given the product [N:2]1[CH:7]=[CH:6][CH:5]=[CH:4][C:3]=1[C:8]1[CH2:9][CH2:10][N:11]([CH2:25][NH:24][C:22]([CH:16]2[CH2:21][CH2:20][CH2:19][CH2:18][CH2:17]2)=[O:23])[CH2:12][CH:13]=1, predict the reactants needed to synthesize it. The reactants are: Cl.[N:2]1[CH:7]=[CH:6][CH:5]=[CH:4][C:3]=1[C:8]1[CH2:9][CH2:10][NH:11][CH2:12][CH:13]=1.C=O.[CH:16]1([C:22]([NH2:24])=[O:23])[CH2:21][CH2:20][CH2:19][CH2:18][CH2:17]1.[C:25](=O)([O-])[O-].[K+].[K+]. (5) Given the product [C:11]([C:9]1[CH:8]=[C:7]([CH:15]([N+:16]#[C-:17])[S:19]([C:22]2[CH:23]=[CH:24][C:25]([CH3:26])=[CH:27][CH:28]=2)(=[O:21])=[O:20])[CH:6]=[C:5]([C:1]([CH3:4])([CH3:3])[CH3:2])[CH:10]=1)([CH3:13])([CH3:14])[CH3:12], predict the reactants needed to synthesize it. The reactants are: [C:1]([C:5]1[CH:6]=[C:7]([CH:15]([S:19]([C:22]2[CH:28]=[CH:27][C:25]([CH3:26])=[CH:24][CH:23]=2)(=[O:21])=[O:20])[NH:16][CH:17]=O)[CH:8]=[C:9]([C:11]([CH3:14])([CH3:13])[CH3:12])[CH:10]=1)([CH3:4])([CH3:3])[CH3:2].O=P(Cl)(Cl)Cl.N1C=C(C)C=CC=1C.C([O-])(O)=O.[Na+]. (6) Given the product [NH2:21][CH2:20][C:19]1[CH:22]=[CH:23][C:16]([N:13]2[CH:12]([C:24]3[CH:29]=[CH:28][C:27]([O:30][CH3:31])=[CH:26][CH:25]=3)[CH:11]([CH2:10][CH2:9][CH:8]([C:5]3[CH:4]=[CH:3][C:2]([F:1])=[CH:7][CH:6]=3)[OH:32])[C:14]2=[O:15])=[CH:17][CH:18]=1, predict the reactants needed to synthesize it. The reactants are: [F:1][C:2]1[CH:7]=[CH:6][C:5]([CH:8]([OH:32])[CH2:9][CH2:10][CH:11]2[C:14](=[O:15])[N:13]([C:16]3[CH:23]=[CH:22][C:19]([C:20]#[N:21])=[CH:18][CH:17]=3)[CH:12]2[C:24]2[CH:29]=[CH:28][C:27]([O:30][CH3:31])=[CH:26][CH:25]=2)=[CH:4][CH:3]=1.N.[H][H]. (7) Given the product [CH2:1]([C@H:8]1[CH2:13][N:12]([C:14]2[CH:19]=[CH:18][C:17]([O:20][CH3:21])=[C:16]([O:22][CH:23]3[CH2:27][CH2:26][CH2:25][CH2:24]3)[CH:15]=2)[CH2:11][CH2:10][N:9]1[CH2:28][CH2:29][C:30]([OH:32])=[O:31])[C:2]1[CH:3]=[CH:4][CH:5]=[CH:6][CH:7]=1, predict the reactants needed to synthesize it. The reactants are: [CH2:1]([C@H:8]1[CH2:13][N:12]([C:14]2[CH:19]=[CH:18][C:17]([O:20][CH3:21])=[C:16]([O:22][CH:23]3[CH2:27][CH2:26][CH2:25][CH2:24]3)[CH:15]=2)[CH2:11][CH2:10][N:9]1[C:28](=O)[CH2:29][C:30]([O:32]CC)=[O:31])[C:2]1[CH:7]=[CH:6][CH:5]=[CH:4][CH:3]=1.[Li+].[OH-]. (8) Given the product [CH:1]1([C:4]2[CH:9]=[C:8]([C:10]3[C:18]4[C:13](=[CH:14][CH:15]=[C:16]([NH2:19])[CH:17]=4)[N:12]([C:22]([C:23]4[CH:28]=[CH:27][CH:26]=[CH:25][CH:24]=4)([C:35]4[CH:36]=[CH:37][CH:38]=[CH:39][CH:40]=4)[C:29]4[CH:34]=[CH:33][CH:32]=[CH:31][CH:30]=4)[N:11]=3)[CH:7]=[CH:6][N:5]=2)[CH2:2][CH2:3]1, predict the reactants needed to synthesize it. The reactants are: [CH:1]1([C:4]2[CH:9]=[C:8]([C:10]3[C:18]4[C:13](=[CH:14][CH:15]=[C:16]([N+:19]([O-])=O)[CH:17]=4)[N:12]([C:22]([C:35]4[CH:40]=[CH:39][CH:38]=[CH:37][CH:36]=4)([C:29]4[CH:34]=[CH:33][CH:32]=[CH:31][CH:30]=4)[C:23]4[CH:28]=[CH:27][CH:26]=[CH:25][CH:24]=4)[N:11]=3)[CH:7]=[CH:6][N:5]=2)[CH2:3][CH2:2]1.CO.C1(C)C=CC=CC=1. (9) Given the product [Cl:1][C:2]1[CH:21]=[CH:20][C:5]([CH2:6][N:7]([S:37]([C:36]2[N:32]([CH3:31])[N:33]=[CH:34][CH:35]=2)(=[O:39])=[O:38])[C:8]2[CH:9]=[C:10]([CH:17]=[CH:18][CH:19]=2)[C:11]([NH:13][CH:14]([CH3:16])[CH3:15])=[O:12])=[CH:4][CH:3]=1, predict the reactants needed to synthesize it. The reactants are: [Cl:1][C:2]1[CH:21]=[CH:20][C:5]([CH2:6][NH:7][C:8]2[CH:9]=[C:10]([CH:17]=[CH:18][CH:19]=2)[C:11]([NH:13][CH:14]([CH3:16])[CH3:15])=[O:12])=[CH:4][CH:3]=1.C(N(C(C)C)CC)(C)C.[CH3:31][N:32]1[C:36]([S:37](Cl)(=[O:39])=[O:38])=[CH:35][CH:34]=[N:33]1. (10) Given the product [C:1]([C:3]1[CH:4]=[C:5]([C:6]2[O:7][C:23](=[O:24])[N:9]([C:10]3[CH:19]=[CH:18][C:13]([C:14]([O:16][CH3:17])=[O:15])=[CH:12][CH:11]=3)[N:8]=2)[CH:20]=[CH:21][CH:22]=1)#[N:2], predict the reactants needed to synthesize it. The reactants are: [C:1]([C:3]1[CH:4]=[C:5]([CH:20]=[CH:21][CH:22]=1)[C:6]([NH:8][NH:9][C:10]1[CH:19]=[CH:18][C:13]([C:14]([O:16][CH3:17])=[O:15])=[CH:12][CH:11]=1)=[O:7])#[N:2].[C:23](N1C=CN=C1)(N1C=CN=C1)=[O:24].C(OCC)(=O)C.ClCCl.